From a dataset of Full USPTO retrosynthesis dataset with 1.9M reactions from patents (1976-2016). Predict the reactants needed to synthesize the given product. (1) Given the product [CH2:1]([O:4][C:5]1([CH3:32])[CH2:10][CH2:9][N:8]([C:11]2[N:16]3[N:17]=[C:18]([N:42]4[CH:41]=[C:40]([CH2:39][C:38]5[CH:45]=[CH:46][CH:47]=[CH:48][C:37]=5[O:36][CH2:33][CH:34]=[CH2:35])[CH:44]=[N:43]4)[CH:19]=[C:15]3[N:14]=[C:13]([CH3:21])[C:12]=2[C@H:22]([O:27][C:28]([CH3:31])([CH3:30])[CH3:29])[C:23]([O:25][CH3:26])=[O:24])[CH2:7][CH2:6]1)[CH:2]=[CH2:3], predict the reactants needed to synthesize it. The reactants are: [CH2:1]([O:4][C:5]1([CH3:32])[CH2:10][CH2:9][N:8]([C:11]2[N:16]3[N:17]=[C:18](Br)[CH:19]=[C:15]3[N:14]=[C:13]([CH3:21])[C:12]=2[C@H:22]([O:27][C:28]([CH3:31])([CH3:30])[CH3:29])[C:23]([O:25][CH3:26])=[O:24])[CH2:7][CH2:6]1)[CH:2]=[CH2:3].[CH2:33]([O:36][C:37]1[CH:48]=[CH:47][CH:46]=[CH:45][C:38]=1[CH2:39][C:40]1[CH:41]=[N:42][NH:43][CH:44]=1)[CH:34]=[CH2:35].CN[C@@H]1CCCC[C@H]1NC.C([O-])([O-])=O.[K+].[K+]. (2) Given the product [Cl:18][C:19]1[CH:24]=[CH:23][C:22]([S:25]([N:10]2[CH:5]3[CH2:6][C:7](=[O:9])[CH2:8][CH:1]2[CH2:2][O:3][CH2:4]3)(=[O:27])=[O:26])=[CH:21][CH:20]=1, predict the reactants needed to synthesize it. The reactants are: [CH:1]12[NH:10][CH:5]([CH2:6][C:7](=[O:9])[CH2:8]1)[CH2:4][O:3][CH2:2]2.CCN(CC)CC.[Cl:18][C:19]1[CH:24]=[CH:23][C:22]([S:25](Cl)(=[O:27])=[O:26])=[CH:21][CH:20]=1. (3) The reactants are: C([N:4]1[C:8]2[N:9]=[CH:10][CH:11]=C(C#N)[C:7]=2[CH:6]=[CH:5]1)(=O)C.[OH-:15].[Na+].[CH2:17]([OH:19])[CH3:18].Cl. Given the product [NH:4]1[C:8]2[N:9]=[CH:10][CH:11]=[C:18]([C:17]([OH:15])=[O:19])[C:7]=2[CH:6]=[CH:5]1, predict the reactants needed to synthesize it. (4) The reactants are: [NH2:1][N:2]1[C:6](=[O:7])[C:5]2=[CH:8][CH:9]=[CH:10][CH:11]=[C:4]2[C:3]1=[O:12].CO[CH:15]1[CH2:19][CH2:18][CH:17](OC)O1.Cl. Given the product [C:3]1(=[O:12])[N:2]([N:1]2[CH:15]=[CH:19][CH:18]=[CH:17]2)[C:6](=[O:7])[C:5]2=[CH:8][CH:9]=[CH:10][CH:11]=[C:4]12, predict the reactants needed to synthesize it. (5) The reactants are: [O:1]([C@@H:12]1[C@@H:32]([OH:33])[C@@H:31]([OH:34])[C@@H:30]([CH2:35][OH:36])[O:29][C@H:13]1[O:14][C@@H]1[C@@H](CO)OC(O)[C@H](NC(C)=O)[C@H]1O)[C@@H:2]1[O:10][C@@H:9]([CH3:11])[C@@H:7]([OH:8])[C@@H:5]([OH:6])[C@@H:3]1[OH:4].O([C@@H]1[C@@H](O)[C@@H](O)[C@@H](CO)O[C@H]1O[C@@H]1[C@@H](CO)OC(O)[C@H](O)[C@H]1O)[C@@H]1O[C@@H](C)[C@@H](O)[C@@H](O)[C@@H]1O. Given the product [O:1]([C@@H:12]1[C@@H:32]([OH:33])[C@@H:31]([OH:34])[C@@H:30]([CH2:35][OH:36])[O:29][CH:13]1[OH:14])[C@@H:2]1[O:10][C@@H:9]([CH3:11])[C@@H:7]([OH:8])[C@@H:5]([OH:6])[C@@H:3]1[OH:4], predict the reactants needed to synthesize it. (6) The reactants are: [N:1]1[C:9]([NH2:10])=[C:8]2[C:4]([N:5]=[CH:6][NH:7]2)=[N:3][CH:2]=1.I[C@H:12]1[C@H:19]2[CH2:20][C@H:15]([CH2:16][C:17](=[O:21])[NH:18]2)[CH2:14][CH2:13]1.C(=O)([O-])[O-].[K+].[K+]. Given the product [O:21]=[C:17]1[CH2:16][C@H:15]2[CH2:20][C@H:19]([C@H:12]([N:5]3[CH:6]=[N:7][C:8]4[C:4]3=[N:3][CH:2]=[N:1][C:9]=4[NH2:10])[CH2:13][CH2:14]2)[NH:18]1, predict the reactants needed to synthesize it.